From a dataset of Full USPTO retrosynthesis dataset with 1.9M reactions from patents (1976-2016). Predict the reactants needed to synthesize the given product. Given the product [Cl:20][C:21]1[CH:22]=[CH:23][C:24]([OH:39])=[C:25]([CH2:27][C:28]2[O:32][C:31]([C:33]([O:35][CH2:36][CH3:37])=[O:34])=[C:30]([CH3:38])[CH:29]=2)[CH:26]=1, predict the reactants needed to synthesize it. The reactants are: ClC1C=CC(O)=C(CC2OC(C(OCC)=O)=CC=2)C=1.[Cl:20][C:21]1[CH:22]=[CH:23][C:24]([O:39]C)=[C:25]([CH2:27][C:28]2[O:32][C:31]([C:33]([O:35][CH2:36][CH3:37])=[O:34])=[C:30]([CH3:38])[CH:29]=2)[CH:26]=1.